This data is from Catalyst prediction with 721,799 reactions and 888 catalyst types from USPTO. The task is: Predict which catalyst facilitates the given reaction. (1) Reactant: [F:1][C:2]([F:8])([F:7])[CH2:3][C:4](O)=[O:5].F[P-](F)(F)(F)(F)F.[N:16]1(O[P+](N(C)C)(N(C)C)N(C)C)[C:20]2[CH:21]=[CH:22][CH:23]=[CH:24][C:19]=2N=N1.C(N(CC)CC)C.C1(N)CCCCC1. Product: [CH:20]1([NH:16][C:4](=[O:5])[CH2:3][C:2]([F:8])([F:7])[F:1])[CH2:21][CH2:22][CH2:23][CH2:24][CH2:19]1. The catalyst class is: 18. (2) Reactant: [CH3:1][O:2][C:3]1[CH:4]=[C:5]2[C:16]3[CH:9]([CH2:10][C:11](=[O:17])[C:12]=3[C:13]=1[O:14][CH3:15])[NH:8][CH2:7][CH2:6]2.C([O-])([O-])=O.[K+].[K+].[Na+].[I-].[C:26]([O:30][C:31](=[O:38])[NH:32][CH2:33][CH2:34][CH2:35][CH2:36]Br)([CH3:29])([CH3:28])[CH3:27]. Product: [C:26]([O:30][C:31](=[O:38])[NH:32][CH2:33][CH2:34][CH2:35][CH2:36][N:8]1[CH2:7][CH2:6][C:5]2[C:16]3[CH:9]1[CH2:10][C:11](=[O:17])[C:12]=3[C:13]([O:14][CH3:15])=[C:3]([O:2][CH3:1])[CH:4]=2)([CH3:29])([CH3:28])[CH3:27]. The catalyst class is: 248. (3) Reactant: [CH2:1]([C:3]1[N:7]2[N:8]=[C:9]3[C:17](=[N:18][C:6]2=[N:5][N:4]=1)[C:16]1[C:11](=[CH:12][CH:13]=[CH:14][CH:15]=1)[C:10]3=O)[CH3:2].[NH2:20][C:21]1[CH:26]=[CH:25][CH:24]=[CH:23][CH:22]=1. Product: [CH2:1]([C:3]1[N:7]2[N:8]=[C:9]3[C:17](=[N:18][C:6]2=[N:5][N:4]=1)[C:16]1[C:11](=[CH:12][CH:13]=[CH:14][CH:15]=1)[C:10]3=[N:20][C:21]1[CH:26]=[CH:25][CH:24]=[CH:23][CH:22]=1)[CH3:2]. The catalyst class is: 11. (4) Reactant: [H-].[Na+].[Br:3][C:4]1[CH:5]=[C:6]([OH:10])[CH:7]=[CH:8][CH:9]=1.[CH2:11]([N:13]([CH2:17][CH3:18])[C:14](Cl)=[O:15])[CH3:12]. Product: [CH2:11]([N:13]([CH2:17][CH3:18])[C:14](=[O:15])[O:10][C:6]1[CH:7]=[CH:8][CH:9]=[C:4]([Br:3])[CH:5]=1)[CH3:12]. The catalyst class is: 1. (5) Reactant: [CH3:1][O:2][C:3]1[CH:4]=[C:5]([C@H:11]2[CH2:16][CH2:15][CH2:14][CH2:13][C@H:12]2[NH:17][C:18](=O)[C:19]2[CH:24]=[CH:23][C:22]([O:25][CH3:26])=[N:21][C:20]=2[O:27][CH3:28])[CH:6]=[CH:7][C:8]=1[O:9][CH3:10].P(Cl)(Cl)(Cl)(Cl)Cl.[OH-].[Na+].O. Product: [CH3:28][O:27][C:20]1[C:19]([C:18]2[C:6]3[C:5](=[CH:4][C:3]([O:2][CH3:1])=[C:8]([O:9][CH3:10])[CH:7]=3)[C@@H:11]3[C@@H:12]([CH2:13][CH2:14][CH2:15][CH2:16]3)[N:17]=2)=[CH:24][CH:23]=[C:22]([O:25][CH3:26])[N:21]=1. The catalyst class is: 4. (6) Reactant: [CH3:1][O:2][C:3](=[O:15])[C:4]([N+:13]#[C-:14])=[C:5](Br)[C:6]1[CH:11]=[CH:10][CH:9]=[CH:8][CH:7]=1.[C:16]1([C@@H:22]([NH2:24])[CH3:23])[CH:21]=[CH:20][CH:19]=[CH:18][CH:17]=1.C(N(CC)CC)C.Cl. The catalyst class is: 136. Product: [CH3:1][O:2][C:3]([C:4]1[N:13]=[CH:14][N:24]([C@H:22]([C:16]2[CH:21]=[CH:20][CH:19]=[CH:18][CH:17]=2)[CH3:23])[C:5]=1[C:6]1[CH:11]=[CH:10][CH:9]=[CH:8][CH:7]=1)=[O:15]. (7) Reactant: [NH2:1][CH:2]([CH2:21][CH3:22])[CH2:3][NH:4][C:5]1[N:10]=[CH:9][C:8]([C:11]#[N:12])=[C:7]([NH:13][C:14]2[CH:19]=[CH:18][CH:17]=[C:16]([CH3:20])[N:15]=2)[CH:6]=1.[OH:23]O.[OH-].[K+]. Product: [NH2:1][CH:2]([CH2:21][CH3:22])[CH2:3][NH:4][C:5]1[N:10]=[CH:9][C:8]([C:11]([NH2:12])=[O:23])=[C:7]([NH:13][C:14]2[CH:19]=[CH:18][CH:17]=[C:16]([CH3:20])[N:15]=2)[CH:6]=1. The catalyst class is: 16. (8) Reactant: [CH:1]1[C:10]2[C:5](=[C:6]([C:11]3[CH:12]=[C:13]4[C:18](=[CH:19][CH:20]=3)[C:17]([C:21]([O:23]C)=[O:22])=[CH:16][CH:15]=[CH:14]4)[CH:7]=[CH:8][CH:9]=2)[CH:4]=[CH:3][N:2]=1.[Li+].[OH-]. Product: [CH:1]1[C:10]2[C:5](=[C:6]([C:11]3[CH:12]=[C:13]4[C:18](=[CH:19][CH:20]=3)[C:17]([C:21]([OH:23])=[O:22])=[CH:16][CH:15]=[CH:14]4)[CH:7]=[CH:8][CH:9]=2)[CH:4]=[CH:3][N:2]=1. The catalyst class is: 1. (9) Reactant: C([Mg]Cl)(C)C.[OH:6][CH2:7][C@H:8]([CH3:35])[C@@H:9]([NH:16][C:17]1[C:18](=[O:34])[N:19]([C:23]2[CH:24]=[C:25]([CH:30]=[CH:31][C:32]=2[CH3:33])[C:26]([O:28]C)=O)[CH:20]=[CH:21][N:22]=1)[C:10]1[CH:15]=[CH:14][CH:13]=[CH:12][CH:11]=1.[CH:36]1([NH2:39])[CH2:38][CH2:37]1. Product: [CH:36]1([NH:39][C:26](=[O:28])[C:25]2[CH:30]=[CH:31][C:32]([CH3:33])=[C:23]([N:19]3[CH:20]=[CH:21][N:22]=[C:17]([NH:16][C@@H:9]([C:10]4[CH:11]=[CH:12][CH:13]=[CH:14][CH:15]=4)[C@@H:8]([CH3:35])[CH2:7][OH:6])[C:18]3=[O:34])[CH:24]=2)[CH2:38][CH2:37]1. The catalyst class is: 7.